Task: Binary Classification. Given a miRNA mature sequence and a target amino acid sequence, predict their likelihood of interaction.. Dataset: Experimentally validated miRNA-target interactions with 360,000+ pairs, plus equal number of negative samples (1) The miRNA is hsa-miR-6766-3p with sequence UGAUUGUCUUCCCCCACCCUCA. The protein sequence of the target gene is MANMQGLVERLERAVSRLESLSAESHRPPGNCGEVNGVIAGVAPSVEAFDKLMDSMVAEFLKNSRILAGDVETHAEMVHSAFQAQRAFLLMASQYQQPHENDVAALLKPISEKIQEIQTFRERNRGSNMFNHLSAVSESIPALGWIAVSPKPGPYVKEMNDAATFYTNRVLKDYKHSDLRHVDWVKSYLNIWSELQAYIKEHHTTGLTWSKTGPVASTVSAFSVLSSGPGLPPPPPPLPPPGPPPLFENEGKKEESSPSRSALFAQLNQGEAITKGLRHVTDDQKTYKNPSLRAQGGQTQ.... Result: 0 (no interaction). (2) The miRNA is hsa-miR-4796-3p with sequence UAAAGUGGCAGAGUAUAGACAC. The protein sequence of the target gene is MAWPRFLQRGALLTSFSHHHLAVFLLTFFSYSLLHASRKTFSNVKVSISKQWTPNAFNTSLDLPAEIWSSNHLFPSTEEATLFLGTLDTVFLFSYAVGLFISGIIGDRLNLRWVLSFGMCSSAFVVFVFGTLTEWLHFYNKWFYCGLWIVNGLLQSTGWPCVVAVMGNWFGKAGRGVVFGLWSACASVGNILGAFLASSVLQYGYEYAFLVTASVQFAGGIIIFFGLLVSPEEIGLPSIGAEESSEEDSQRPLIDGAENEDDYEPNYSIQEDRAVVQVKAISFHQACCLPGVIPYSLAYA.... Result: 0 (no interaction).